The task is: Predict the reactants needed to synthesize the given product.. This data is from Full USPTO retrosynthesis dataset with 1.9M reactions from patents (1976-2016). (1) The reactants are: [C:1]([O:5][C:6]([N:8]1[CH2:13][CH2:12][C@@H:11]([C:14]2[CH:19]=[CH:18][C:17]([C:20]3[CH:25]=[CH:24][CH:23]=[CH:22][CH:21]=3)=[CH:16][CH:15]=2)[C@H:10](C(O)=O)[CH2:9]1)=[O:7])([CH3:4])([CH3:3])[CH3:2].C1(C)C=CC=CC=1.C1C=CC(P([N:50]=[N+]=[N-])(C2C=CC=CC=2)=O)=CC=1.[OH-].[Na+]. Given the product [C:1]([O:5][C:6]([N:8]1[CH2:13][CH2:12][C@@H:11]([C:14]2[CH:19]=[CH:18][C:17]([C:20]3[CH:25]=[CH:24][CH:23]=[CH:22][CH:21]=3)=[CH:16][CH:15]=2)[C@H:10]([NH2:50])[CH2:9]1)=[O:7])([CH3:4])([CH3:3])[CH3:2], predict the reactants needed to synthesize it. (2) Given the product [Cl:26][C:15]1[CH:14]=[C:13]([S:10]([C:7]2[CH:8]=[CH:9][C:4]([CH2:3][C@H:2]([NH:1][CH2:37][C@@H:35]([C:31]3[CH:32]=[CH:33][CH:34]=[C:29]([Cl:28])[CH:30]=3)[OH:36])[CH3:27])=[CH:5][CH:6]=2)(=[O:12])=[O:11])[CH:25]=[CH:24][C:16]=1[O:17][CH2:18][C:19]([O:21][CH2:22][CH3:23])=[O:20], predict the reactants needed to synthesize it. The reactants are: [NH2:1][C@H:2]([CH3:27])[CH2:3][C:4]1[CH:9]=[CH:8][C:7]([S:10]([C:13]2[CH:25]=[CH:24][C:16]([O:17][CH2:18][C:19]([O:21][CH2:22][CH3:23])=[O:20])=[C:15]([Cl:26])[CH:14]=2)(=[O:12])=[O:11])=[CH:6][CH:5]=1.[Cl:28][C:29]1[CH:30]=[C:31]([C@@H:35]2[CH2:37][O:36]2)[CH:32]=[CH:33][CH:34]=1.C[Si](C([Si](C)(C)C)C(N)=O)(C)C.C(O)(=O)C. (3) Given the product [ClH:30].[CH:1]([N:4]([CH3:23])[C:5]1[CH:14]=[CH:13][C:12]2[CH2:11][NH:10][CH2:9][C@@H:8]([CH3:22])[C:7]=2[N:6]=1)([CH3:3])[CH3:2], predict the reactants needed to synthesize it. The reactants are: [CH:1]([N:4]([CH3:23])[C:5]1[CH:14]=[CH:13][C:12]2[CH2:11][N:10](C(OC(C)(C)C)=O)[CH2:9][C@@H:8]([CH3:22])[C:7]=2[N:6]=1)([CH3:3])[CH3:2].C(OCC)(=O)C.[ClH:30].